From a dataset of Forward reaction prediction with 1.9M reactions from USPTO patents (1976-2016). Predict the product of the given reaction. (1) Given the reactants [NH3:1].C[O:3][C:4]([C@@H:6]1[O:10][C:9](=[O:11])[N:8]([C:12]2[CH:13]=[C:14]3[C:18](=[CH:19][CH:20]=2)[N:17]([CH2:21][CH2:22][F:23])[C:16](=[O:24])[CH2:15]3)[CH2:7]1)=O, predict the reaction product. The product is: [F:23][CH2:22][CH2:21][N:17]1[C:18]2[C:14](=[CH:13][C:12]([N:8]3[CH2:7][C@H:6]([C:4]([NH2:1])=[O:3])[O:10][C:9]3=[O:11])=[CH:20][CH:19]=2)[CH2:15][C:16]1=[O:24]. (2) Given the reactants [NH2:1][C:2]1[S:3][CH:4]=[C:5]([CH2:7][C:8]([O:10][CH2:11][CH3:12])=[O:9])[N:6]=1.[F:13][C:14]1[CH:19]=[C:18]([F:20])[CH:17]=[C:16]([F:21])[C:15]=1[S:22](Cl)(=[O:24])=[O:23], predict the reaction product. The product is: [F:13][C:14]1[CH:19]=[C:18]([F:20])[CH:17]=[C:16]([F:21])[C:15]=1[S:22]([NH:1][C:2]1[S:3][CH:4]=[C:5]([CH2:7][C:8]([O:10][CH2:11][CH3:12])=[O:9])[N:6]=1)(=[O:24])=[O:23]. (3) Given the reactants [OH-].[NH4+:2].[Cl:3][C:4]1[C:9]([N+:10]([O-:12])=[O:11])=[C:8](Cl)[N:7]=[CH:6][N:5]=1, predict the reaction product. The product is: [Cl:3][C:4]1[N:5]=[CH:6][N:7]=[C:8]([NH2:2])[C:9]=1[N+:10]([O-:12])=[O:11]. (4) Given the reactants [F:1][C:2]1[CH:7]=[CH:6][C:5]([C:8]2[CH:9]=[N:10][C:11]([C:14]#[C:15][Si](C)(C)C)=[CH:12][CH:13]=2)=[CH:4][C:3]=1[C@:20]1([CH2:31][F:32])[CH2:25][C@@H:24]([C:26]([F:29])([F:28])[F:27])[O:23][C:22]([NH2:30])=[N:21]1.C(=O)([O-])[O-].[K+].[K+], predict the reaction product. The product is: [C:14]([C:11]1[N:10]=[CH:9][C:8]([C:5]2[CH:6]=[CH:7][C:2]([F:1])=[C:3]([C@:20]3([CH2:31][F:32])[CH2:25][C@@H:24]([C:26]([F:27])([F:28])[F:29])[O:23][C:22]([NH2:30])=[N:21]3)[CH:4]=2)=[CH:13][CH:12]=1)#[CH:15]. (5) Given the reactants [O:1]=[C:2]1[CH2:7][CH2:6][N:5]([C:8]([O:10][C:11]([CH3:14])([CH3:13])[CH3:12])=[O:9])[CH2:4][CH2:3]1.C[Si](C)(C)[N-][Si](C)(C)C.[Li+].[F:25][C:26]([F:45])([F:44])[S:27](N(C1C=CC=CC=1)[S:27]([C:26]([F:45])([F:44])[F:25])(=[O:29])=[O:28])(=[O:29])=[O:28], predict the reaction product. The product is: [F:25][C:26]([F:45])([F:44])[S:27]([O:1][C:2]1[CH2:7][CH2:6][N:5]([C:8]([O:10][C:11]([CH3:14])([CH3:13])[CH3:12])=[O:9])[CH2:4][CH:3]=1)(=[O:29])=[O:28]. (6) Given the reactants [CH3:1][O:2][C:3]1[CH:8]=[CH:7][C:6]([CH2:9]O)=[CH:5][C:4]=1[CH3:11].[Cl:12]C(Cl)(Cl)C(Cl)(Cl)Cl.C1(P(C2C=CC=CC=2)C2C=CC=CC=2)C=CC=CC=1, predict the reaction product. The product is: [CH3:1][O:2][C:3]1[CH:8]=[CH:7][C:6]([CH2:9][Cl:12])=[CH:5][C:4]=1[CH3:11]. (7) Given the reactants [OH-].[NH4+:2].[OH:3][N:4]1[C:8]2[CH:9]=[CH:10][CH:11]=[CH:12][C:7]=2[N:6]=[N:5]1, predict the reaction product. The product is: [N:4]1([O-:3])[C:8]2[CH:9]=[CH:10][CH:11]=[CH:12][C:7]=2[N:6]=[N:5]1.[NH4+:2]. (8) Given the reactants [C:1]([O:5][C:6]([N:8]1[CH2:13][CH:12]=[C:11](B2OC(C)(C)C(C)(C)O2)[CH2:10][CH2:9]1)=[O:7])([CH3:4])([CH3:3])[CH3:2].[CH3:23][O:24][C:25](=[O:33])[C:26]1[C:31](Br)=[CH:30][CH:29]=[N:28][CH:27]=1.C([O-])(O)=O.[Na+], predict the reaction product. The product is: [CH3:23][O:24][C:25]([C:26]1[CH:27]=[N:28][CH:29]=[CH:30][C:31]=1[C:11]1[CH2:10][CH2:9][N:8]([C:6]([O:5][C:1]([CH3:2])([CH3:3])[CH3:4])=[O:7])[CH2:13][CH:12]=1)=[O:33]. (9) Given the reactants [NH:1]1[CH2:4][CH:3]([CH2:5][C:6]2[N:7]([CH3:32])[C:8]3[C:13]([N:14]=2)=[C:12]([N:15]2[CH2:20][CH2:19][O:18][CH2:17][CH2:16]2)[N:11]=[C:10]([N:21]2[C:25]4[CH:26]=[CH:27][CH:28]=[CH:29][C:24]=4[N:23]=[C:22]2[CH2:30][CH3:31])[N:9]=3)[CH2:2]1.Br[CH:34]([CH3:38])[C:35]([NH2:37])=[O:36], predict the reaction product. The product is: [CH2:30]([C:22]1[N:21]([C:10]2[N:9]=[C:8]3[C:13]([N:14]=[C:6]([CH2:5][CH:3]4[CH2:2][N:1]([C@@H:34]([CH3:38])[C:35]([NH2:37])=[O:36])[CH2:4]4)[N:7]3[CH3:32])=[C:12]([N:15]3[CH2:20][CH2:19][O:18][CH2:17][CH2:16]3)[N:11]=2)[C:25]2[CH:26]=[CH:27][CH:28]=[CH:29][C:24]=2[N:23]=1)[CH3:31]. (10) Given the reactants Cl[C:2]1[C:11]2[C:6](=[CH:7][C:8]([O:14][CH2:15][CH2:16][CH2:17][N:18]3[CH2:23][CH2:22][CH2:21][CH2:20][CH2:19]3)=[C:9]([O:12][CH3:13])[CH:10]=2)[N:5]=[CH:4][N:3]=1.[OH:24][C:25]1[CH:33]=[C:32]2[C:28]([CH:29]=[CH:30][NH:31]2)=[CH:27][CH:26]=1.C(=O)([O-])[O-].[Cs+].[Cs+], predict the reaction product. The product is: [NH:31]1[C:32]2[C:28](=[CH:27][CH:26]=[C:25]([O:24][C:2]3[C:11]4[C:6](=[CH:7][C:8]([O:14][CH2:15][CH2:16][CH2:17][N:18]5[CH2:23][CH2:22][CH2:21][CH2:20][CH2:19]5)=[C:9]([O:12][CH3:13])[CH:10]=4)[N:5]=[CH:4][N:3]=3)[CH:33]=2)[CH:29]=[CH:30]1.